Dataset: M1 muscarinic receptor antagonist screen with 61,756 compounds. Task: Binary Classification. Given a drug SMILES string, predict its activity (active/inactive) in a high-throughput screening assay against a specified biological target. (1) The drug is O=c1n2c(nc3n(CCCn4ccnc4)c(=N)c(cc13)C(=O)NC(c1ccccc1)C)c(ccc2)C. The result is 1 (active). (2) The molecule is Clc1ccc(OCC(O)CN2C(CCCC2C)C)cc1. The result is 1 (active). (3) The result is 0 (inactive). The molecule is S(=O)(=O)(N1CC(CCC1)C(=O)NCc1ccc(cc1)C)CC.